From a dataset of Forward reaction prediction with 1.9M reactions from USPTO patents (1976-2016). Predict the product of the given reaction. Given the reactants [Si]([O:8][C:9]1[CH2:10][CH:11]([C:17]2[CH:26]=[CH:25][C:20]([C:21]([O:23][CH3:24])=[O:22])=[CH:19][CH:18]=2)[O:12][C:13]([CH3:16])([CH3:15])[CH:14]=1)(C(C)(C)C)(C)C.[F-].C([N+](CCCC)(CCCC)CCCC)CCC, predict the reaction product. The product is: [CH3:15][C:13]1([CH3:16])[O:12][CH:11]([C:17]2[CH:26]=[CH:25][C:20]([C:21]([O:23][CH3:24])=[O:22])=[CH:19][CH:18]=2)[CH2:10][C:9](=[O:8])[CH2:14]1.